Dataset: Full USPTO retrosynthesis dataset with 1.9M reactions from patents (1976-2016). Task: Predict the reactants needed to synthesize the given product. Given the product [NH:43]1[CH:42]=[CH:46][C:45]([C:2]2[CH:7]=[CH:6][C:5]([C@@H:8]3[CH2:13][CH2:12][CH2:11][CH2:10][N:9]3[CH2:14][C:15]3[C:23]([O:24][CH3:25])=[CH:22][C:21]([CH3:26])=[C:20]4[C:16]=3[CH:17]=[CH:18][N:19]4[C:27]([O:29][C:30]([CH3:31])([CH3:32])[CH3:33])=[O:28])=[CH:4][CH:3]=2)=[N:44]1, predict the reactants needed to synthesize it. The reactants are: Br[C:2]1[CH:7]=[CH:6][C:5]([C@@H:8]2[CH2:13][CH2:12][CH2:11][CH2:10][N:9]2[CH2:14][C:15]2[C:23]([O:24][CH3:25])=[CH:22][C:21]([CH3:26])=[C:20]3[C:16]=2[CH:17]=[CH:18][N:19]3[C:27]([O:29][C:30]([CH3:33])([CH3:32])[CH3:31])=[O:28])=[CH:4][CH:3]=1.CC1(C)C(C)(C)OB([C:42]2[CH:46]=[CH:45][NH:44][N:43]=2)O1.